Dataset: CYP2C19 inhibition data for predicting drug metabolism from PubChem BioAssay. Task: Regression/Classification. Given a drug SMILES string, predict its absorption, distribution, metabolism, or excretion properties. Task type varies by dataset: regression for continuous measurements (e.g., permeability, clearance, half-life) or binary classification for categorical outcomes (e.g., BBB penetration, CYP inhibition). Dataset: cyp2c19_veith. The drug is CCCc1c(OCCCOc2ccc(OCC(=O)O)cc2)ccc(C(C)=O)c1O. The result is 0 (non-inhibitor).